From a dataset of Forward reaction prediction with 1.9M reactions from USPTO patents (1976-2016). Predict the product of the given reaction. (1) Given the reactants Cl.C[O:3][C:4]1[CH:5]=[C:6]2[C:11](=[CH:12][CH:13]=1)[C:10]([O:14][C:15]1[CH:20]=[CH:19][C:18]([O:21][CH2:22][CH2:23][N:24]3[CH2:29][CH2:28][CH2:27][CH2:26][CH2:25]3)=[CH:17][CH:16]=1)=[C:9]([C:30]1[CH:31]=[C:32]([C:36]([N:38]3[CH2:43][CH2:42][O:41][CH2:40][CH2:39]3)=[O:37])[CH:33]=[CH:34][CH:35]=1)[CH:8]=[CH:7]2.B(Br)(Br)Br.C(=O)(O)[O-].[Na+], predict the reaction product. The product is: [OH:3][C:4]1[CH:5]=[C:6]2[C:11](=[CH:12][CH:13]=1)[C:10]([O:14][C:15]1[CH:20]=[CH:19][C:18]([O:21][CH2:22][CH2:23][N:24]3[CH2:25][CH2:26][CH2:27][CH2:28][CH2:29]3)=[CH:17][CH:16]=1)=[C:9]([C:30]1[CH:31]=[C:32]([C:36]([N:38]3[CH2:39][CH2:40][O:41][CH2:42][CH2:43]3)=[O:37])[CH:33]=[CH:34][CH:35]=1)[CH:8]=[CH:7]2. (2) Given the reactants C[O:2][C:3]1[CH:12]=[C:11]2[C:6]([CH2:7][CH2:8][CH2:9][C:10]32[CH2:17][CH2:16][CH2:15][N:14]2[CH:18]=[N:19][CH:20]=[C:13]32)=[CH:5][CH:4]=1.B(Br)(Br)Br.C(=O)(O)[O-].[Na+], predict the reaction product. The product is: [C:10]12([CH2:17][CH2:16][CH2:15][N:14]3[CH:18]=[N:19][CH:20]=[C:13]13)[C:11]1[C:6](=[CH:5][CH:4]=[C:3]([OH:2])[CH:12]=1)[CH2:7][CH2:8][CH2:9]2.